This data is from Full USPTO retrosynthesis dataset with 1.9M reactions from patents (1976-2016). The task is: Predict the reactants needed to synthesize the given product. (1) Given the product [CH2:1]([O:3][CH2:4][N:5]1[C:9]2=[N:10][C:11]3[N:12]([CH3:26])[C:13](=[O:25])[N:14]([CH2:18][CH2:19][CH2:20][CH2:21][C@@H:22]([OH:24])[CH3:23])[C:15](=[O:17])[C:16]=3[N:8]2[CH2:7][CH2:6]1)[CH3:2], predict the reactants needed to synthesize it. The reactants are: [CH2:1]([O:3][CH2:4][N:5]1[C:9]2=[N:10][C:11]3[N:12]([CH3:26])[C:13](=[O:25])[N:14]([CH2:18][CH2:19][CH2:20][CH2:21][C@H:22]([OH:24])[CH3:23])[C:15](=[O:17])[C:16]=3[N:8]2[CH2:7][CH2:6]1)[CH3:2].C(O[C@@H](C)CCCCCl)(=O)C. (2) The reactants are: ClCC([NH:5][C:6]12[CH2:15][CH:10]3[CH2:11][CH:12]([CH2:14][C:8]([NH:16][C:17]([C:19]4[CH:24]=[CH:23][CH:22]=[CH:21][N:20]=4)=[O:18])([CH2:9]3)[CH2:7]1)[CH2:13]2)=O.NC(N)=S.C(O)C.[OH-].[Na+]. Given the product [NH2:5][C:6]12[CH2:15][CH:10]3[CH2:11][CH:12]([CH2:14][C:8]([NH:16][C:17]([C:19]4[CH:24]=[CH:23][CH:22]=[CH:21][N:20]=4)=[O:18])([CH2:9]3)[CH2:7]1)[CH2:13]2, predict the reactants needed to synthesize it.